Dataset: Full USPTO retrosynthesis dataset with 1.9M reactions from patents (1976-2016). Task: Predict the reactants needed to synthesize the given product. (1) Given the product [F:13][C:8]1[C:9]([O:11][CH3:12])=[CH:10][C:3]([O:2][CH3:1])=[C:4]([CH:7]=1)[C:5]([OH:18])=[O:14], predict the reactants needed to synthesize it. The reactants are: [CH3:1][O:2][C:3]1[CH:10]=[C:9]([O:11][CH3:12])[C:8]([F:13])=[CH:7][C:4]=1[C:5]#N.[OH-:14].[Na+].Cl.C[OH:18]. (2) Given the product [NH2:23][C:8]1[N:7]=[C:6]([O:5][CH2:1][CH2:2][CH2:3][CH3:4])[N:14]=[C:13]2[C:9]=1[NH:10][C:11](=[O:21])[N:12]2[CH2:15][CH2:16][CH2:17][CH2:18][CH2:19][N:31]1[CH2:32][CH2:33][N:28]([C:25]([CH3:27])([CH3:26])[CH3:24])[CH2:29][CH2:30]1, predict the reactants needed to synthesize it. The reactants are: [CH2:1]([O:5][C:6]1[N:14]=[C:13]2[C:9]([N:10]=[C:11]([O:21]C)[N:12]2[CH2:15][CH2:16][CH2:17][CH2:18][CH2:19]Cl)=[C:8]([NH2:23])[N:7]=1)[CH2:2][CH2:3][CH3:4].[CH3:24][C:25]([N:28]1[CH2:33][CH2:32][NH:31][CH2:30][CH2:29]1)([CH3:27])[CH3:26]. (3) Given the product [CH:3]1[C:4]2[CH:12]([CH2:14][O:15][C:16](=[O:28])[NH:17][CH:18]3[CH2:19][CH2:20][CH:21]([C:24]4[N:32]=[C:29]([CH3:30])[S:31][CH:25]=4)[CH2:22][CH2:23]3)[C:11]3[C:6](=[CH:7][CH:8]=[CH:9][CH:10]=3)[C:5]=2[CH:13]=[CH:1][CH:2]=1, predict the reactants needed to synthesize it. The reactants are: [CH:1]1[C:13]2[CH:12]([CH2:14][O:15][C:16](=[O:28])[NH:17][CH:18]3[CH2:23][CH2:22][CH:21]([C:24](=O)[CH2:25]Br)[CH2:20][CH2:19]3)[C:11]3[C:6](=[CH:7][CH:8]=[CH:9][CH:10]=3)[C:5]=2[CH:4]=[CH:3][CH:2]=1.[C:29]([NH2:32])(=[S:31])[CH3:30]. (4) Given the product [NH:13]1[CH:14]=[CH:15][N:16]=[C:12]1[CH2:11][C@@H:10]([OH:17])[CH2:9][OH:8], predict the reactants needed to synthesize it. The reactants are: C([O:8][CH2:9][C@H:10]([OH:17])[CH2:11][C:12]1[NH:13][CH:14]=[CH:15][N:16]=1)C1C=CC=CC=1.[H][H].